This data is from Reaction yield outcomes from USPTO patents with 853,638 reactions. The task is: Predict the reaction yield, written as a fraction of the theoretical maximum amount of product (1.0 means a 100% yield; for example, 0.34 means a 34% yield). (1) The reactants are [Li+].C[Si]([N-][Si](C)(C)C)(C)C.[C:11]1(=[O:20])[C:19]2[C:14](=[CH:15][CH:16]=[CH:17][CH:18]=2)[CH2:13][CH2:12]1.[C:21](C(OCC(F)(F)F)=O)(F)(F)F.[NH4+].[Cl-]. The catalyst is C1COCC1. The product is [CH2:21]=[C:12]1[CH2:13][C:14]2[C:19](=[CH:18][CH:17]=[CH:16][CH:15]=2)[C:11]1=[O:20]. The yield is 0.980. (2) The reactants are [Cl:1][C:2]1[CH:7]=[CH:6][CH:5]=[CH:4][C:3]=1[C:8]1[N:9]([C:19]2[CH:24]=[CH:23][C:22]([Cl:25])=[CH:21][CH:20]=2)[CH:10]=[C:11]([C:13](N(OC)C)=[O:14])[N:12]=1.[F:26][C:27]1[CH:32]=[CH:31][C:30]([Mg]Br)=[CH:29][CH:28]=1.[NH4+].[Cl-]. No catalyst specified. The product is [Cl:1][C:2]1[CH:7]=[CH:6][CH:5]=[CH:4][C:3]=1[C:8]1[N:9]([C:19]2[CH:20]=[CH:21][C:22]([Cl:25])=[CH:23][CH:24]=2)[CH:10]=[C:11]([C:13]([C:30]2[CH:31]=[CH:32][C:27]([F:26])=[CH:28][CH:29]=2)=[O:14])[N:12]=1. The yield is 0.690. (3) No catalyst specified. The yield is 0.810. The product is [OH:1][CH2:2][C:3]1[CH:8]=[CH:7][CH:6]=[CH:5][C:4]=1[Si:9]([CH3:18])([CH3:19])/[C:10](=[CH:11]/[CH2:12][CH2:13][CH3:14])/[CH2:20][CH2:21][CH3:22]. The reactants are [OH:1][CH2:2][C:3]1[CH:8]=[CH:7][CH:6]=[CH:5][C:4]=1[Si:9]([CH3:19])([CH3:18])/[CH:10]=[CH:11]/[CH2:12][CH2:13][CH2:14]CCC.[CH3:20][CH2:21][CH2:22]C#CCCC.C[SiH](C)C1C=CC=CC=1COC1CCCCO1.C#CCCCCCC.